Dataset: Full USPTO retrosynthesis dataset with 1.9M reactions from patents (1976-2016). Task: Predict the reactants needed to synthesize the given product. (1) Given the product [F:9][C:5]1[C:6]([CH3:8])=[N:7][C:2]([NH:11][NH2:12])=[CH:3][CH:4]=1, predict the reactants needed to synthesize it. The reactants are: Cl[C:2]1[N:7]=[C:6]([CH3:8])[C:5]([F:9])=[CH:4][CH:3]=1.O.[NH2:11][NH2:12]. (2) The reactants are: [O:1]=[C:2]1[N:6]2[C:7]3[CH:14]=[CH:13][C:12]([N:15]4[CH2:20][CH2:19][CH2:18][CH2:17][C:16]4=[O:21])=[CH:11][C:8]=3[O:9][CH2:10][C@H:5]2[C@@H:4]([CH2:22]CS([O-])(=O)=O)[O:3]1.[K].[C:29]1(=[O:39])[NH:33][C:32](=[O:34])[C:31]2=[CH:35][CH:36]=[CH:37][CH:38]=[C:30]12. Given the product [O:1]=[C:2]1[N:6]2[C:7]3[CH:14]=[CH:13][C:12]([N:15]4[CH2:20][CH2:19][CH2:18][CH2:17][C:16]4=[O:21])=[CH:11][C:8]=3[O:9][CH2:10][C@H:5]2[C@H:4]([CH2:22][N:33]2[C:29](=[O:39])[C:30]3[C:31](=[CH:35][CH:36]=[CH:37][CH:38]=3)[C:32]2=[O:34])[O:3]1, predict the reactants needed to synthesize it.